From a dataset of Full USPTO retrosynthesis dataset with 1.9M reactions from patents (1976-2016). Predict the reactants needed to synthesize the given product. (1) The reactants are: [CH2:1]1[N:6]([CH:7]([C:10]2[CH:11]=[N:12][CH:13]=[N:14][CH:15]=2)[C:8]#[N:9])[CH2:5][CH2:4][N:3]2[CH2:16][CH2:17][CH2:18][C@H:2]12.[OH:19]S(O)(=O)=O.[NH4+].[OH-]. Given the product [CH2:1]1[N:6]([CH:7]([C:10]2[CH:15]=[N:14][CH:13]=[N:12][CH:11]=2)[C:8]([NH2:9])=[O:19])[CH2:5][CH2:4][N:3]2[CH2:16][CH2:17][CH2:18][C@H:2]12, predict the reactants needed to synthesize it. (2) Given the product [N:41]1([C:38]2[CH:37]=[CH:36][C:35]([CH2:12][N:11]3[C:6]4[C:7](=[N:8][CH:3]=[CH:4][CH:5]=4)[C:9]([C:19]([NH:20][C@H:21]4[CH2:26][CH2:25][CH2:24][CH2:23][C@@H:22]4[OH:27])=[O:28])=[CH:10]3)=[CH:40][CH:39]=2)[CH:45]=[CH:44][CH:43]=[N:42]1, predict the reactants needed to synthesize it. The reactants are: C([C:3]1[N:8]=[C:7]2[C:9]([C:19](=[O:28])[NH:20][C@H:21]3[CH2:26][CH2:25][CH2:24][CH2:23][C@@H:22]3[OH:27])=[CH:10][N:11]([C:12](OC(C)(C)C)=O)[C:6]2=[CH:5][CH:4]=1)#N.[OH-].[K+].[I-].[K+].BrC[C:35]1[CH:40]=[CH:39][C:38]([N:41]2[CH:45]=[CH:44][CH:43]=[N:42]2)=[CH:37][CH:36]=1.